This data is from Catalyst prediction with 721,799 reactions and 888 catalyst types from USPTO. The task is: Predict which catalyst facilitates the given reaction. (1) Reactant: Br[C:2]1[CH:3]=[CH:4][C:5]2[O:11][CH2:10][CH2:9][N:8]([C:12]([N:14]3[CH2:19][CH2:18][CH:17]([CH:20]([F:22])[F:21])[CH2:16][CH2:15]3)=[O:13])[CH2:7][C:6]=2[CH:23]=1.CC1(C)C(C)(C)OB([C:32]2[CH:37]=[CH:36][C:35]([C:38]3[NH:39][CH:40]=[CH:41][N:42]=3)=[CH:34][CH:33]=2)O1.C(=O)([O-])[O-].[Cs+].[Cs+]. Product: [F:21][CH:20]([F:22])[CH:17]1[CH2:18][CH2:19][N:14]([C:12]([N:8]2[CH2:7][C:6]3[CH:23]=[C:2]([C:32]4[CH:37]=[CH:36][C:35]([C:38]5[NH:42][CH:41]=[CH:40][N:39]=5)=[CH:34][CH:33]=4)[CH:3]=[CH:4][C:5]=3[O:11][CH2:10][CH2:9]2)=[O:13])[CH2:15][CH2:16]1. The catalyst class is: 38. (2) Reactant: N[C:2]1[C:10]([O:11][CH3:12])=[CH:9][CH:8]=[CH:7][C:3]=1[C:4]([OH:6])=[O:5].[N:13]1[CH:18]=CC=CC=1.ClC(Cl)([O:22]C(=O)OC(Cl)(Cl)Cl)Cl. Product: [CH3:12][O:11][C:10]1[CH:9]=[CH:8][C:7]2[NH:13][C:18](=[O:22])[O:6][C:4](=[O:5])[C:3]=2[CH:2]=1. The catalyst class is: 245.